From a dataset of Catalyst prediction with 721,799 reactions and 888 catalyst types from USPTO. Predict which catalyst facilitates the given reaction. (1) Product: [CH2:47]([O:46][C:44]([C:2]1[CH:3]=[C:4]2[C:9](=[CH:10][CH:11]=1)[N:8]=[C:7]([C:12]1[CH:13]=[CH:14][C:15]([C:18]3[NH:22][C:21]([C@@H:23]4[CH2:27][CH2:26][CH2:25][N:24]4[C:28](=[O:38])[C@@H:29]([NH:33][C:34](=[O:37])[O:35][CH3:36])[CH:30]([CH3:32])[CH3:31])=[N:20][CH:19]=3)=[CH:16][CH:17]=1)[CH:6]=[N:5]2)=[CH2:45])[CH3:48]. Reactant: Br[C:2]1[CH:3]=[C:4]2[C:9](=[CH:10][CH:11]=1)[N:8]=[C:7]([C:12]1[CH:17]=[CH:16][C:15]([C:18]3[NH:22][C:21]([C@@H:23]4[CH2:27][CH2:26][CH2:25][N:24]4[C:28](=[O:38])[C@@H:29]([NH:33][C:34](=[O:37])[O:35][CH3:36])[CH:30]([CH3:32])[CH3:31])=[N:20][CH:19]=3)=[CH:14][CH:13]=1)[CH:6]=[N:5]2.C([Sn](CCCC)(CCCC)[C:44]([O:46][CH2:47][CH3:48])=[CH2:45])CCC. The catalyst class is: 368. (2) Reactant: [Cl:1][C:2]1[N:11]=[C:10](Cl)[C:9]2[C:4](=[CH:5][CH:6]=[CH:7][CH:8]=2)[N:3]=1.[C:13]([N:20]1[CH2:24][CH2:23][C@H:22]([NH2:25])[CH2:21]1)([O:15][C:16]([CH3:19])([CH3:18])[CH3:17])=[O:14].C(N(CC)CC)C. Product: [Cl:1][C:2]1[N:11]=[C:10]([NH:25][C@H:22]2[CH2:23][CH2:24][N:20]([C:13]([O:15][C:16]([CH3:19])([CH3:18])[CH3:17])=[O:14])[CH2:21]2)[C:9]2[C:4](=[CH:5][CH:6]=[CH:7][CH:8]=2)[N:3]=1. The catalyst class is: 46. (3) Reactant: [CH3:1][C:2]1([CH3:15])[C:11]2[C:6]3=[C:7]([NH:12][C:13](=[O:14])[N:5]3[CH2:4][CH2:3]1)[CH:8]=[CH:9][CH:10]=2.[H-].[Na+].[CH2:18](Br)[CH:19]=[CH2:20]. Product: [CH2:20]([N:12]1[C:7]2=[C:6]3[C:11](=[CH:10][CH:9]=[CH:8]2)[C:2]([CH3:15])([CH3:1])[CH2:3][CH2:4][N:5]3[C:13]1=[O:14])[CH:19]=[CH2:18]. The catalyst class is: 3. (4) Reactant: P12(SP3(SP(SP(S3)(S1)=S)(=S)S2)=S)=S.C(N)=O.[C:18]([C:21]1[CH:26]=[CH:25][C:24]([C:27](=[O:30])[CH2:28]Br)=[CH:23][CH:22]=1)(=O)[CH3:19].[CH:31]([NH2:33])=[S:32].[OH-].[Na+]. Product: [S:32]1[CH:19]=[C:18]([C:21]2[CH:26]=[CH:25][C:24]([C:27](=[O:30])[CH3:28])=[CH:23][CH:22]=2)[N:33]=[CH:31]1. The catalyst class is: 12. (5) Reactant: Br[C:2]1[CH:3]=[C:4]([C:8]2[CH:20]=[CH:19][C:11]3[NH:12][C:13](=[O:18])[O:14][C:15]([CH3:17])([CH3:16])[C:10]=3[CH:9]=2)[CH:5]=[CH:6][CH:7]=1.C([Sn](CCCC)(CCCC)[C:26]1[S:27][CH:28]=[CH:29][N:30]=1)CCC. Product: [CH3:16][C:15]1([CH3:17])[O:14][C:13](=[O:18])[NH:12][C:11]2[CH:19]=[CH:20][C:8]([C:4]3[CH:5]=[CH:6][CH:7]=[C:2]([C:26]4[S:27][CH:28]=[CH:29][N:30]=4)[CH:3]=3)=[CH:9][C:10]1=2. The catalyst class is: 3. (6) Reactant: [C@@H:1]1([C:9]([O:11]CC)=[O:10])[CH2:3][C@H:2]1[C:4]([O:6][CH2:7][CH3:8])=[O:5].[OH-].[Na+].Cl. Product: [CH2:7]([O:6][C:4]([C@@H:2]1[CH2:3][C@H:1]1[C:9]([OH:11])=[O:10])=[O:5])[CH3:8]. The catalyst class is: 8. (7) The catalyst class is: 163. Reactant: [OH:1][C:2]1[CH:11]=[CH:10][C:9]2[C:4](=[CH:5][CH:6]=[CH:7][CH:8]=2)[C:3]=1[CH:12]=[O:13].C([O-])([O-])=O.[Cs+].[Cs+].I[CH2:21][C:22]([F:25])([F:24])[F:23]. Product: [F:23][C:22]([F:25])([F:24])[CH2:21][O:1][C:2]1[CH:11]=[CH:10][C:9]2[C:4](=[CH:5][CH:6]=[CH:7][CH:8]=2)[C:3]=1[CH:12]=[O:13]. (8) Reactant: [F:1][C:2]1[CH:3]=[CH:4][C:5]([O:9][CH2:10][CH:11]2[CH2:13][O:12]2)=[C:6]([OH:8])[CH:7]=1. Product: [F:1][C:2]1[CH:3]=[CH:4][C:5]2[O:9][CH2:10][CH:11]([CH2:13][OH:12])[O:8][C:6]=2[CH:7]=1. The catalyst class is: 74. (9) Reactant: [O:1]([CH2:8][CH2:9][N:10]1[CH2:15][CH2:14][NH:13][CH2:12][CH2:11]1)[C:2]1[CH:7]=[CH:6][CH:5]=[CH:4][CH:3]=1.[CH2:16]1[O:20][C:19]2[CH:21]=[C:22]([Cl:27])[C:23]([CH2:25]Cl)=[CH:24][C:18]=2[O:17]1.CCN(CC)CC. Product: [Cl:27][C:22]1[C:23]([CH2:25][N:13]2[CH2:12][CH2:11][N:10]([CH2:9][CH2:8][O:1][C:2]3[CH:7]=[CH:6][CH:5]=[CH:4][CH:3]=3)[CH2:15][CH2:14]2)=[CH:24][C:18]2[O:17][CH2:16][O:20][C:19]=2[CH:21]=1. The catalyst class is: 7. (10) Reactant: Cl[C:2]1[C:3]2[C:4](=[CH:17][N:18](CC3C=CC(OC)=CC=3)[N:19]=2)[N:5]=[C:6]([C:8]2[N:9]=[C:10]3[CH:15]=[CH:14][CH:13]=[CH:12][N:11]3[CH:16]=2)[N:7]=1.[NH2:29][C:30]1[CH:38]=[CH:37][C:33]([C:34]([OH:36])=[O:35])=[CH:32][CH:31]=1.Cl. Product: [N:9]1[C:8]([C:6]2[N:7]=[C:2]([NH:29][C:30]3[CH:38]=[CH:37][C:33]([C:34]([OH:36])=[O:35])=[CH:32][CH:31]=3)[C:3]3[NH:19][N:18]=[CH:17][C:4]=3[N:5]=2)=[CH:16][N:11]2[CH:12]=[CH:13][CH:14]=[CH:15][C:10]=12. The catalyst class is: 71.